This data is from NCI-60 drug combinations with 297,098 pairs across 59 cell lines. The task is: Regression. Given two drug SMILES strings and cell line genomic features, predict the synergy score measuring deviation from expected non-interaction effect. Drug 1: CC12CCC3C(C1CCC2NC(=O)OCC(F)(F)F)CCC4C3(C=CC(=O)N4C)C. Drug 2: CC1=C(C(=O)C2=C(C1=O)N3CC4C(C3(C2COC(=O)N)OC)N4)N. Cell line: HT29. Synergy scores: CSS=63.5, Synergy_ZIP=13.4, Synergy_Bliss=13.6, Synergy_Loewe=6.25, Synergy_HSA=15.2.